This data is from NCI-60 drug combinations with 297,098 pairs across 59 cell lines. The task is: Regression. Given two drug SMILES strings and cell line genomic features, predict the synergy score measuring deviation from expected non-interaction effect. (1) Drug 1: C1=CC(=CC=C1CC(C(=O)O)N)N(CCCl)CCCl.Cl. Drug 2: CCC(=C(C1=CC=CC=C1)C2=CC=C(C=C2)OCCN(C)C)C3=CC=CC=C3.C(C(=O)O)C(CC(=O)O)(C(=O)O)O. Cell line: OVCAR3. Synergy scores: CSS=17.4, Synergy_ZIP=-2.84, Synergy_Bliss=3.18, Synergy_Loewe=0.391, Synergy_HSA=0.490. (2) Cell line: NCIH23. Synergy scores: CSS=-0.967, Synergy_ZIP=-5.23, Synergy_Bliss=-14.2, Synergy_Loewe=-36.7, Synergy_HSA=-17.4. Drug 1: CCCS(=O)(=O)NC1=C(C(=C(C=C1)F)C(=O)C2=CNC3=C2C=C(C=N3)C4=CC=C(C=C4)Cl)F. Drug 2: CC1=C(N=C(N=C1N)C(CC(=O)N)NCC(C(=O)N)N)C(=O)NC(C(C2=CN=CN2)OC3C(C(C(C(O3)CO)O)O)OC4C(C(C(C(O4)CO)O)OC(=O)N)O)C(=O)NC(C)C(C(C)C(=O)NC(C(C)O)C(=O)NCCC5=NC(=CS5)C6=NC(=CS6)C(=O)NCCC[S+](C)C)O. (3) Drug 1: CS(=O)(=O)CCNCC1=CC=C(O1)C2=CC3=C(C=C2)N=CN=C3NC4=CC(=C(C=C4)OCC5=CC(=CC=C5)F)Cl. Drug 2: C1C(C(OC1N2C=NC(=NC2=O)N)CO)O. Cell line: 786-0. Synergy scores: CSS=6.69, Synergy_ZIP=-1.77, Synergy_Bliss=0.507, Synergy_Loewe=-1.68, Synergy_HSA=-0.471. (4) Drug 1: CC1C(C(=O)NC(C(=O)N2CCCC2C(=O)N(CC(=O)N(C(C(=O)O1)C(C)C)C)C)C(C)C)NC(=O)C3=C4C(=C(C=C3)C)OC5=C(C(=O)C(=C(C5=N4)C(=O)NC6C(OC(=O)C(N(C(=O)CN(C(=O)C7CCCN7C(=O)C(NC6=O)C(C)C)C)C)C(C)C)C)N)C. Drug 2: CNC(=O)C1=NC=CC(=C1)OC2=CC=C(C=C2)NC(=O)NC3=CC(=C(C=C3)Cl)C(F)(F)F. Cell line: 786-0. Synergy scores: CSS=3.42, Synergy_ZIP=5.92, Synergy_Bliss=5.84, Synergy_Loewe=-8.61, Synergy_HSA=0.590.